This data is from Experimentally validated miRNA-target interactions with 360,000+ pairs, plus equal number of negative samples. The task is: Binary Classification. Given a miRNA mature sequence and a target amino acid sequence, predict their likelihood of interaction. (1) The miRNA is mmu-miR-30b-5p with sequence UGUAAACAUCCUACACUCAGCU. The protein sequence of the target gene is MTELQAKDPQVLHTSGASPSPPHIGSPLLARLDSGPFQGSQHSDVSSVVSPIPISLDGLLFPRSCRGPELPDGKTGDQQSLSDVEGAFSGVEATHREGGRNSRAPEKDSRLLDSVLDSLLTPSGTEQSHASPPACEAITSWCLFGPELPEDPRSVPATKGLLSPLMSRPEIKAGDSSGTGAGQKVLPKGLSPPRQLLLPTSGSAHWPGAGVKPSPQPAAGEVEEDSGLETEGSAAPLLKSKPRALEGTGSGGGVAANAASAAPGGVTLVPKEDSRFSAPRVSLEQDSPIAPGRSPLATTV.... Result: 1 (interaction). (2) The miRNA is mmu-miR-7042-5p with sequence UAGAGACAGCAGAAGGGCCAC. The protein sequence of the target gene is MAAVRGLRVSVKAEAPAGPALGLPSPEAESGVDRGEPEPMEVEEGELEIVPVRRSLKELIPDTSRRYENKAGSFITGIDVTSKEAIEKKEQRAKRFHFRSEVNLAQRNVALDRDMMKKAIPKVRLETIYICGVDEMSTQDVFSYFKEYPPAHIEWLDDTSCNVVWLDEMTATRALINMSSLPAQDKIRSRDASEDKSAEKRKKDKQEDSSDDDEAEEGEVEDENSSDVELDTLSQVEEESLLRNDLRPANKLAKGNRLFMRFATKDDKKELGAARRSQYYMKYGNPNYGGMKGILSNSWK.... Result: 0 (no interaction). (3) The miRNA is hsa-miR-1287-3p with sequence CUCUAGCCACAGAUGCAGUGAU. The protein sequence of the target gene is MDGEEQQPPHEANVEPVVPSEASEPVPRVLSGDPQNLSDVDAFNLLLEMKLKRRRQRPNLPRTVTQLVAEDGSRVYVVGTAHFSDDSKRDVVKTIREVQPDVVVVELCQYRVSMLKMDESTLLREAQELSLEKLQQAVRQNGLMSGLMQMLLLKVSAHITEQLGMAPGGEFREAFKEASKVPFCKFHLGDRPIPVTFKRAIAALSFWQKVRLAWGLCFLSDPISKDDVERCKQKDLLEQMMAEMIGEFPDLHRTIVSERDVYLTYMLRQAARRLELPRASDAEPRKCVPSVVVGVVGMGH.... Result: 0 (no interaction).